This data is from Full USPTO retrosynthesis dataset with 1.9M reactions from patents (1976-2016). The task is: Predict the reactants needed to synthesize the given product. (1) Given the product [OH:20][C:4]1[C:3]([NH:2][N:21]=[C:37]2[C:36]([CH3:40])=[N:35][N:34]([C:30]3[CH:29]=[C:28]4[C:33](=[CH:32][CH:31]=3)[CH2:25][CH2:26][CH2:27]4)[C:38]2=[O:39])=[CH:8][CH:7]=[CH:6][C:5]=1[C:9]1[CH:14]=[CH:13][CH:12]=[C:11]([C:15]2[NH:19][N:18]=[N:17][N:16]=2)[CH:10]=1, predict the reactants needed to synthesize it. The reactants are: Cl.[NH2:2][C:3]1[CH:8]=[CH:7][CH:6]=[C:5]([C:9]2[CH:14]=[CH:13][CH:12]=[C:11]([C:15]3[NH:19][N:18]=[N:17][N:16]=3)[CH:10]=2)[C:4]=1[OH:20].[N:21]([O-])=O.[Na+].[CH2:25]1[C:33]2[C:28](=[CH:29][C:30]([N:34]3[C:38](=[O:39])[CH2:37][C:36]([CH3:40])=[N:35]3)=[CH:31][CH:32]=2)[CH2:27][CH2:26]1.C(=O)(O)[O-].[Na+]. (2) Given the product [C:9]([O:8][P:1]([O-:13])([O:3][C:4]([CH3:7])([CH3:6])[CH3:5])=[O:2])([CH3:12])([CH3:11])[CH3:10].[CH2:28]([N+:19]([CH2:15][CH2:16][CH2:17][CH3:18])([CH2:20][CH2:21][CH2:22][CH3:23])[CH2:24][CH2:25][CH2:26][CH3:27])[CH2:29][CH2:30][CH3:31], predict the reactants needed to synthesize it. The reactants are: [P:1]([OH:13])([O:8][C:9]([CH3:12])([CH3:11])[CH3:10])([O:3][C:4]([CH3:7])([CH3:6])[CH3:5])=[O:2].[OH-].[CH2:15]([N+:19]([CH2:28][CH2:29][CH2:30][CH3:31])([CH2:24][CH2:25][CH2:26][CH3:27])[CH2:20][CH2:21][CH2:22][CH3:23])[CH2:16][CH2:17][CH3:18]. (3) Given the product [O:12]1[C:8]2([CH2:13][CH2:14][C:5]3([CH2:15][C:16](=[O:18])[NH:1][CH2:4]3)[CH2:6][CH2:7]2)[O:9][CH2:10][CH2:11]1, predict the reactants needed to synthesize it. The reactants are: [N+:1]([CH2:4][C:5]1([CH2:15][C:16]([O:18]C)=O)[CH2:14][CH2:13][C:8]2([O:12][CH2:11][CH2:10][O:9]2)[CH2:7][CH2:6]1)([O-])=O. (4) Given the product [OH:1][CH2:2][CH2:3][O:4][C:5]1[C:12]([CH3:13])=[CH:11][C:8]([C:9]2[N:20]([C:21]3[CH:26]=[CH:25][C:24]([I:27])=[CH:23][CH:22]=3)[C:18](=[O:19])[C:17]3[C:16](=[CH:31][CH:30]=[CH:29][CH:28]=3)[N:15]=2)=[CH:7][C:6]=1[CH3:14], predict the reactants needed to synthesize it. The reactants are: [OH:1][CH2:2][CH2:3][O:4][C:5]1[C:12]([CH3:13])=[CH:11][C:8]([CH:9]=O)=[CH:7][C:6]=1[CH3:14].[NH2:15][C:16]1[CH:31]=[CH:30][CH:29]=[CH:28][C:17]=1[C:18]([NH:20][C:21]1[CH:26]=[CH:25][C:24]([I:27])=[CH:23][CH:22]=1)=[O:19].S([O-])(O)=O.[Na+].C1(C)C=CC(S(O)(=O)=O)=CC=1. (5) Given the product [CH3:17][O:16][C:15]1[C:2]([N:1]2[CH2:41][CH2:40][O:39][CH2:38][CH2:37]2)=[CH:3][C:4]2[CH2:5][C@H:6]3[N:20]([C:21]([O:23][CH2:24][C:25]4[CH:26]=[CH:27][CH:28]=[CH:29][CH:30]=4)=[O:22])[CH2:19][CH2:18][C@@:12]4([C:13]=2[CH:14]=1)[C@H:7]3[CH2:8][CH2:9][CH2:10][CH2:11]4, predict the reactants needed to synthesize it. The reactants are: [NH2:1][C:2]1[C:15]([O:16][CH3:17])=[CH:14][C:13]2[C@:12]34[CH2:18][CH2:19][N:20]([C:21]([O:23][CH2:24][C:25]5[CH:30]=[CH:29][CH:28]=[CH:27][CH:26]=5)=[O:22])[C@@H:6]([C@@H:7]3[CH2:8][CH2:9][CH2:10][CH2:11]4)[CH2:5][C:4]=2[CH:3]=1.C([O-])(O)=O.[Na+].Cl[CH2:37][CH2:38][O:39][CH2:40][CH2:41]Cl.O. (6) Given the product [C:24]1([NH:30][CH2:31][CH2:32][NH:33][C:2]2[CH:7]=[CH:6][CH:5]=[CH:4][C:3]=2[N+:8]([O-:10])=[O:9])[CH:29]=[CH:28][CH:27]=[CH:26][CH:25]=1, predict the reactants needed to synthesize it. The reactants are: F[C:2]1[CH:7]=[CH:6][CH:5]=[CH:4][C:3]=1[N+:8]([O-:10])=[O:9].C(=O)([O-])[O-].[K+].[K+].CN1CCCC1=O.[C:24]1([NH:30][CH2:31][CH2:32][NH2:33])[CH:29]=[CH:28][CH:27]=[CH:26][CH:25]=1. (7) Given the product [OH:2][C:3]1[CH:4]=[CH:5][C:6]([CH2:7][N:8]2[C:16]3[CH:15]=[C:14]4[NH:17][C:18]([NH:20][C:21](=[O:28])[C:22]5[CH:27]=[CH:26][CH:25]=[CH:24][CH:23]=5)=[N:19][C:13]4=[CH:12][C:11]=3[C:10]([CH3:29])([CH3:30])[C:9]2=[O:31])=[CH:32][CH:33]=1, predict the reactants needed to synthesize it. The reactants are: C[O:2][C:3]1[CH:33]=[CH:32][C:6]([CH2:7][N:8]2[C:16]3[CH:15]=[C:14]4[NH:17][C:18]([NH:20][C:21](=[O:28])[C:22]5[CH:27]=[CH:26][CH:25]=[CH:24][CH:23]=5)=[N:19][C:13]4=[CH:12][C:11]=3[C:10]([CH3:30])([CH3:29])[C:9]2=[O:31])=[CH:5][CH:4]=1.B(Br)(Br)Br.Cl.